Dataset: Full USPTO retrosynthesis dataset with 1.9M reactions from patents (1976-2016). Task: Predict the reactants needed to synthesize the given product. (1) Given the product [F:1][C:2]1[CH:11]=[CH:10][C:5]([CH2:6][NH:8][CH3:9])=[CH:4][CH:3]=1, predict the reactants needed to synthesize it. The reactants are: [F:1][C:2]1[CH:11]=[CH:10][C:5]([C:6]([NH:8][CH3:9])=O)=[CH:4][CH:3]=1.B(F)(F)F.CCOCC.S(C)C.Cl. (2) Given the product [I:1][C:2]1[CH:3]=[C:4]([CH:8]=[CH:9][C:10]=1[CH3:11])[C:5]([NH:35][C:31]1[CH:32]=[CH:33][CH:34]=[C:29]([C:28]([F:27])([F:36])[F:37])[CH:30]=1)=[O:7], predict the reactants needed to synthesize it. The reactants are: [I:1][C:2]1[CH:3]=[C:4]([CH:8]=[CH:9][C:10]=1[CH3:11])[C:5]([OH:7])=O.C(Cl)(=O)C(Cl)=O.CCN(C(C)C)C(C)C.[F:27][C:28]([F:37])([F:36])[C:29]1[CH:30]=[C:31]([NH2:35])[CH:32]=[CH:33][CH:34]=1. (3) Given the product [Cl:24][C:21]1[CH:22]=[CH:23][C:18]([C:13]2[C:12]([CH2:11][O:10][C:7]3[CH:8]=[CH:9][C:4]([C:3]([NH:26][CH:27]4[CH2:32][CH2:31][O:30][CH2:29][CH2:28]4)=[O:25])=[CH:5][N:6]=3)=[C:16]([CH3:17])[O:15][N:14]=2)=[CH:19][CH:20]=1, predict the reactants needed to synthesize it. The reactants are: CO[C:3](=[O:25])[C:4]1[CH:9]=[CH:8][C:7]([O:10][CH2:11][C:12]2[C:13]([C:18]3[CH:23]=[CH:22][C:21]([Cl:24])=[CH:20][CH:19]=3)=[N:14][O:15][C:16]=2[CH3:17])=[N:6][CH:5]=1.[NH2:26][CH:27]1[CH2:32][CH2:31][O:30][CH2:29][CH2:28]1. (4) Given the product [Br:1][C:2]1[CH:7]=[C:6]([F:8])[CH:5]=[CH:4][C:3]=1[O:9][CH2:11][CH:12]1[CH2:14][CH2:13]1, predict the reactants needed to synthesize it. The reactants are: [Br:1][C:2]1[CH:7]=[C:6]([F:8])[CH:5]=[CH:4][C:3]=1[OH:9].Br[CH2:11][CH:12]1[CH2:14][CH2:13]1. (5) Given the product [Cl:15][C:16]1[CH:21]=[CH:20][CH:19]=[CH:18][C:17]=1[C:2]1[C:6]2[CH:7]=[C:8]([C:11]([O:13][CH3:14])=[O:12])[CH:9]=[CH:10][C:5]=2[O:4][CH:3]=1, predict the reactants needed to synthesize it. The reactants are: Br[C:2]1[C:6]2[CH:7]=[C:8]([C:11]([O:13][CH3:14])=[O:12])[CH:9]=[CH:10][C:5]=2[O:4][CH:3]=1.[Cl:15][C:16]1[CH:21]=[CH:20][CH:19]=[CH:18][C:17]=1B(O)O. (6) Given the product [CH3:1][C@H:2]1[CH2:7][C@H:6]([CH3:8])[CH2:5][N:4]([CH2:9][CH2:10][CH2:11][O:12][C:13]2[CH:18]=[CH:17][C:16]([C:19]3[CH:20]=[CH:21][NH:26][N:25]=3)=[CH:15][CH:14]=2)[CH2:3]1, predict the reactants needed to synthesize it. The reactants are: [CH3:1][C@H:2]1[CH2:7][C@H:6]([CH3:8])[CH2:5][N:4]([CH2:9][CH2:10][CH2:11][O:12][C:13]2[CH:18]=[CH:17][C:16]([C:19](=O)[CH2:20][CH:21]=O)=[CH:15][CH:14]=2)[CH2:3]1.O.[NH2:25][NH2:26].